The task is: Predict the reactants needed to synthesize the given product.. This data is from Full USPTO retrosynthesis dataset with 1.9M reactions from patents (1976-2016). Given the product [Na+:34].[CH2:1]([N:3]([CH:27]1[CH2:32][CH2:31][O:30][CH2:29][CH2:28]1)[C:4]1[C:5]([CH3:26])=[C:6]([CH:11]=[C:12]([C:14]2[CH:15]=[N:16][C:17]([O:20][CH:21]3[CH2:22][N:23]([CH3:25])[CH2:24]3)=[CH:18][CH:19]=2)[CH:13]=1)[C:7]([O-:9])=[O:8])[CH3:2], predict the reactants needed to synthesize it. The reactants are: [CH2:1]([N:3]([CH:27]1[CH2:32][CH2:31][O:30][CH2:29][CH2:28]1)[C:4]1[C:5]([CH3:26])=[C:6]([CH:11]=[C:12]([C:14]2[CH:15]=[N:16][C:17]([O:20][CH:21]3[CH2:24][N:23]([CH3:25])[CH2:22]3)=[CH:18][CH:19]=2)[CH:13]=1)[C:7]([O:9]C)=[O:8])[CH3:2].[OH-].[Na+:34].